This data is from Forward reaction prediction with 1.9M reactions from USPTO patents (1976-2016). The task is: Predict the product of the given reaction. (1) Given the reactants [NH:1]1[CH2:6][CH2:5][O:4][CH2:3][CH2:2]1.[F:7][C:8]1[CH:9]=[C:10]2[C:15](=[CH:16][C:17]=1F)[N:14]([CH2:19][C:20]1[CH:25]=[CH:24][C:23]([F:26])=[CH:22][CH:21]=1)[CH:13]=[C:12]([C:27]#[N:28])[C:11]2=[O:29], predict the reaction product. The product is: [F:7][C:8]1[CH:9]=[C:10]2[C:15](=[CH:16][C:17]=1[N:1]1[CH2:6][CH2:5][O:4][CH2:3][CH2:2]1)[N:14]([CH2:19][C:20]1[CH:25]=[CH:24][C:23]([F:26])=[CH:22][CH:21]=1)[CH:13]=[C:12]([C:27]#[N:28])[C:11]2=[O:29]. (2) Given the reactants FC(F)(F)S(O[C:7]1[C:28]2[C:23](=[CH:24][CH:25]=[CH:26][CH:27]=2)[C:10]2([CH2:15][CH2:14][N:13]([C:16]([O:18][C:19]([CH3:22])([CH3:21])[CH3:20])=[O:17])[CH2:12][CH2:11]2)[CH2:9][CH:8]=1)(=O)=O.C(N(CC)C(C)C)(C)C, predict the reaction product. The product is: [N:13]1([C:16]([O:18][C:19]([CH3:20])([CH3:22])[CH3:21])=[O:17])[CH2:12][CH2:11][C:10]2([C:23]3[C:28](=[CH:27][CH:26]=[CH:25][CH:24]=3)[C:7]([C:16]([O:18][CH3:19])=[O:17])=[CH:8][CH2:9]2)[CH2:15][CH2:14]1. (3) Given the reactants [C:1]([O:5][C:6](=[O:26])[NH:7][C@@H:8]1[C@H:13]([OH:14])[C@H:12]([CH2:15][C:16]2[CH:21]=[CH:20][C:19]([N+:22]([O-:24])=[O:23])=[C:18]([F:25])[CH:17]=2)[CH2:11]S[CH2:9]1)([CH3:4])([CH3:3])[CH3:2].O[O:28][S:29]([O-:31])=O.[K+].CC([O-])=O.[Na+].S(S([O-])=O)([O-])(=O)=O.[Na+].[Na+], predict the reaction product. The product is: [C:1]([O:5][C:6](=[O:26])[NH:7][C@@H:8]1[C@@H:13]([OH:14])[C@H:12]([CH2:15][C:16]2[CH:21]=[CH:20][C:19]([N+:22]([O-:24])=[O:23])=[C:18]([F:25])[CH:17]=2)[CH2:11][S:29](=[O:31])(=[O:28])[CH2:9]1)([CH3:3])([CH3:4])[CH3:2]. (4) Given the reactants Cl[C:2]1[N:6]([CH2:7][CH2:8][CH2:9][C:10]([O:12][CH2:13][CH3:14])=[O:11])[C:5]2[C:15]([CH:20]([CH2:23][CH3:24])[CH2:21][CH3:22])=[CH:16][CH:17]=[C:18]([Cl:19])[C:4]=2[N:3]=1.[CH3:25][N:26]([CH3:35])[C:27]1[CH:32]=[C:31]([CH3:33])[C:30]([NH2:34])=[CH:29][N:28]=1.O.C1(C)C=CC(S(O)(=O)=O)=CC=1.C(=O)(O)[O-].[Na+], predict the reaction product. The product is: [Cl:19][C:18]1[C:4]2[N:3]=[C:2]([NH:34][C:30]3[CH:29]=[N:28][C:27]([N:26]([CH3:25])[CH3:35])=[CH:32][C:31]=3[CH3:33])[N:6]([CH2:7][CH2:8][CH2:9][C:10]([O:12][CH2:13][CH3:14])=[O:11])[C:5]=2[C:15]([CH:20]([CH2:23][CH3:24])[CH2:21][CH3:22])=[CH:16][CH:17]=1. (5) Given the reactants [Br:1][C:2]1[CH:10]=[C:9]2[C:5]([C:6](=[CH:12][C:13]3[CH:18]=[CH:17][CH:16]=[C:15]([Cl:19])[CH:14]=3)[C:7](=[O:11])[NH:8]2)=[CH:4][CH:3]=1.[H-].[Na+].[CH3:22][Si:23]([CH3:30])([CH3:29])[CH2:24][CH2:25][O:26][CH2:27]Cl, predict the reaction product. The product is: [Br:1][C:2]1[CH:10]=[C:9]2[C:5](/[C:6](=[CH:12]/[C:13]3[CH:18]=[CH:17][CH:16]=[C:15]([Cl:19])[CH:14]=3)/[C:7](=[O:11])[N:8]2[CH2:27][O:26][CH2:25][CH2:24][Si:23]([CH3:30])([CH3:29])[CH3:22])=[CH:4][CH:3]=1. (6) The product is: [CH2:28]([N:30]([CH2:47][CH3:48])[CH2:31]/[CH:32]=[CH:33]\[C:2]1[CH:7]=[C:6]([F:8])[CH:5]=[CH:4][C:3]=1[S:9]([CH2:12][C:13]1[C:22]([C:23]([O:25][CH3:26])=[O:24])=[C:21]2[C:16]([C@H:17]3[CH2:27][C@H:18]3[CH2:19][O:20]2)=[CH:15][CH:14]=1)(=[O:11])=[O:10])[CH3:29]. Given the reactants Br[C:2]1[CH:7]=[C:6]([F:8])[CH:5]=[CH:4][C:3]=1[S:9]([CH2:12][C:13]1[C:22]([C:23]([O:25][CH3:26])=[O:24])=[C:21]2[C:16]([C@H:17]3[CH2:27][C@H:18]3[CH2:19][O:20]2)=[CH:15][CH:14]=1)(=[O:11])=[O:10].[CH2:28]([N:30]([CH2:47][CH3:48])[CH2:31]/[CH:32]=[CH:33]\[Sn](CCCC)(CCCC)CCCC)[CH3:29].F[B-](F)(F)F.C([PH+](C(C)(C)C)C(C)(C)C)(C)(C)C, predict the reaction product. (7) Given the reactants [CH3:1][O:2][C:3]1([CH2:8][CH2:9][C@H:10]2[CH2:14][O:13]C(C)(C)[N:11]2[C:17]([O:19][C:20]([CH3:23])([CH3:22])[CH3:21])=[O:18])[CH2:7][CH2:6][CH2:5][CH2:4]1.C12(CS(O)(=O)=O)C(C)(C)C(CC1)CC2=O, predict the reaction product. The product is: [OH:13][CH2:14][C@@H:10]([NH:11][C:17](=[O:18])[O:19][C:20]([CH3:22])([CH3:21])[CH3:23])[CH2:9][CH2:8][C:3]1([O:2][CH3:1])[CH2:7][CH2:6][CH2:5][CH2:4]1.